From a dataset of Full USPTO retrosynthesis dataset with 1.9M reactions from patents (1976-2016). Predict the reactants needed to synthesize the given product. (1) The reactants are: [C:1]([O:5][C:6]([N:8]1[CH2:13][CH2:12][C:11]([C:15]2[C:20]([CH3:21])=[CH:19][CH:18]=[CH:17][C:16]=2[F:22])(O)[CH2:10][CH2:9]1)=[O:7])([CH3:4])([CH3:3])[CH3:2]. Given the product [C:1]([O:5][C:6]([N:8]1[CH2:9][CH:10]=[C:11]([C:15]2[C:20]([CH3:21])=[CH:19][CH:18]=[CH:17][C:16]=2[F:22])[CH2:12][CH2:13]1)=[O:7])([CH3:4])([CH3:3])[CH3:2], predict the reactants needed to synthesize it. (2) Given the product [F:1][C:2]1[C:8]([N+:9]([O-:11])=[O:10])=[CH:7][C:5]([NH:6][S:21]([CH3:20])(=[O:23])=[O:22])=[C:4]([O:12][CH3:13])[CH:3]=1, predict the reactants needed to synthesize it. The reactants are: [F:1][C:2]1[C:8]([N+:9]([O-:11])=[O:10])=[CH:7][C:5]([NH2:6])=[C:4]([O:12][CH3:13])[CH:3]=1.N1C=CC=CC=1.[CH3:20][S:21](Cl)(=[O:23])=[O:22].Cl.